From a dataset of Full USPTO retrosynthesis dataset with 1.9M reactions from patents (1976-2016). Predict the reactants needed to synthesize the given product. (1) Given the product [C:1]([O:5][C:6]([N:8]1[CH2:9][CH2:10][N:11]([C:14]2[O:39][C:21]([CH3:22])=[N:23][N:15]=2)[CH2:12][CH2:13]1)=[O:7])([CH3:4])([CH3:2])[CH3:3], predict the reactants needed to synthesize it. The reactants are: [C:1]([O:5][C:6]([N:8]1[CH2:13][CH2:12][N:11]([C:14]#[N:15])[CH2:10][CH2:9]1)=[O:7])([CH3:4])([CH3:3])[CH3:2].[N-]=[N+]=[N-].[Na+].Cl.[CH2:21]([N:23](CC)CC)[CH3:22].C(N(CC)C(C)C)(C)C.C(OC(=O)C)(=[O:39])C. (2) The reactants are: [Cl:1][C:2]1[CH:3]=[CH:4][C:5]([CH3:28])=[C:6]([C@H:8]([O:20][CH2:21][CH2:22][NH:23][C:24]([O:26][CH3:27])=[O:25])[C:9]2[CH:10]=[C:11]([CH:17]=[CH:18][CH:19]=2)[C:12]([O:14]CC)=[O:13])[CH:7]=1.[Li+].[OH-]. Given the product [Cl:1][C:2]1[CH:3]=[CH:4][C:5]([CH3:28])=[C:6]([C@H:8]([O:20][CH2:21][CH2:22][NH:23][C:24]([O:26][CH3:27])=[O:25])[C:9]2[CH:10]=[C:11]([CH:17]=[CH:18][CH:19]=2)[C:12]([OH:14])=[O:13])[CH:7]=1, predict the reactants needed to synthesize it. (3) Given the product [C:39]([NH:2][CH2:3][CH2:4][O:5][C:6]1[CH:11]=[CH:10][C:9]([C:12]2[N:16]([C:17]3[C:24]4[S:23][C:22]([NH:25][C:26]([CH:28]5[CH2:29][CH2:30]5)=[O:27])=[N:21][C:20]=4[NH:19][N:18]=3)[CH:15]=[N:14][CH:13]=2)=[C:8]([Cl:31])[CH:7]=1)(=[O:41])[CH3:40], predict the reactants needed to synthesize it. The reactants are: Cl.[NH2:2][CH2:3][CH2:4][O:5][C:6]1[CH:11]=[CH:10][C:9]([C:12]2[N:16]([C:17]3[C:24]4[S:23][C:22]([NH:25][C:26]([CH:28]5[CH2:30][CH2:29]5)=[O:27])=[N:21][C:20]=4[NH:19][N:18]=3)[CH:15]=[N:14][CH:13]=2)=[C:8]([Cl:31])[CH:7]=1.C(N(CC)CC)C.[C:39](Cl)(=[O:41])[CH3:40]. (4) Given the product [C:1]([O:5][C:6](=[O:23])[NH:7][C@H:8]1[CH2:13][C@@H:12]([C:14]2[CH:15]=[CH:16][CH:17]=[CH:18][CH:19]=2)[C@@H:11]([CH3:20])[N:10]2[C:29]([C:26]3([C:25]([F:33])([F:32])[F:24])[CH2:28][CH2:27]3)=[N:22][N:21]=[C:9]12)([CH3:2])([CH3:3])[CH3:4], predict the reactants needed to synthesize it. The reactants are: [C:1]([O:5][C:6](=[O:23])[NH:7][C@H:8]1[CH2:13][C@@H:12]([C:14]2[CH:19]=[CH:18][CH:17]=[CH:16][CH:15]=2)[C@@H:11]([CH3:20])[NH:10][C:9]1=[N:21][NH2:22])([CH3:4])([CH3:3])[CH3:2].[F:24][C:25]([F:33])([F:32])[C:26]1([C:29](O)=O)[CH2:28][CH2:27]1.ON1C2N=CC=CC=2N=N1.CN1CCOCC1.Cl.CN(C)CCCN=C=NCC.C(=O)(O)[O-].C(O)(=O)C. (5) Given the product [CH3:22][N:19]1[C:5]2[C:4](=[C:3]([O:2][CH3:1])[C:8]([O:9][CH3:10])=[C:7]([O:11][CH3:12])[CH:6]=2)[CH:13]=[C:14]1[C:15]([O:17][CH3:18])=[O:16], predict the reactants needed to synthesize it. The reactants are: [CH3:1][O:2][C:3]1[C:8]([O:9][CH3:10])=[C:7]([O:11][CH3:12])[CH:6]=[CH:5][C:4]=1[CH:13]=[C:14]([N:19]=[N+]=[N-])[C:15]([O:17][CH3:18])=[O:16].[CH3:22]C(C)([O-])C.[K+].C1OCCOCCOCCOCCOCCOC1.IC. (6) The reactants are: [CH3:1][CH2:2][C@@:3]1([OH:27])[C:8](=[O:9])[O:7][CH2:6][C:5]2[C:10]([N:12]3[C:16](=[CH:17][C:4]1=2)[C:15]1[N:18]=[C:19]2[C:24](=[CH:25][C:14]=1[CH2:13]3)[C:23]([Br:26])=[CH:22][CH:21]=[CH:20]2)=[O:11].[C:28]([O:32][C:33]([NH:35][CH2:36][C:37]([CH3:52])([CH3:51])[CH2:38][C:39](OC1C=CC([N+]([O-])=O)=CC=1)=[O:40])=[O:34])([CH3:31])([CH3:30])[CH3:29]. Given the product [C:28]([O:32][C:33]([NH:35][CH2:36][C:37]([CH3:52])([CH3:51])[CH2:38][C:39]([O:27][C@@:3]1([CH2:2][CH3:1])[C:4]2[CH:17]=[C:16]3[N:12]([CH2:13][C:14]4[C:15]3=[N:18][C:19]3[CH:20]=[CH:21][CH:22]=[C:23]([Br:26])[C:24]=3[CH:25]=4)[C:10](=[O:11])[C:5]=2[CH2:6][O:7][C:8]1=[O:9])=[O:40])=[O:34])([CH3:31])([CH3:30])[CH3:29], predict the reactants needed to synthesize it.